Regression. Given a peptide amino acid sequence and an MHC pseudo amino acid sequence, predict their binding affinity value. This is MHC class I binding data. From a dataset of Peptide-MHC class I binding affinity with 185,985 pairs from IEDB/IMGT. (1) The peptide sequence is QIMECSRML. The MHC is HLA-A02:01 with pseudo-sequence HLA-A02:01. The binding affinity (normalized) is 0.571. (2) The peptide sequence is LLLGVGLAM. The MHC is HLA-B15:01 with pseudo-sequence HLA-B15:01. The binding affinity (normalized) is 0.680. (3) The peptide sequence is STTTCEAGV. The MHC is HLA-A80:01 with pseudo-sequence HLA-A80:01. The binding affinity (normalized) is 0.0847. (4) The binding affinity (normalized) is 0.0657. The peptide sequence is DVLGFGAYM. The MHC is H-2-Kb with pseudo-sequence H-2-Kb. (5) The peptide sequence is AIQQLQNLA. The MHC is Mamu-A2601 with pseudo-sequence Mamu-A2601. The binding affinity (normalized) is 0.341. (6) The peptide sequence is YTITVFLHL. The MHC is HLA-A02:02 with pseudo-sequence HLA-A02:02. The binding affinity (normalized) is 0.552. (7) The peptide sequence is KIFEYGFTF. The MHC is HLA-A02:12 with pseudo-sequence HLA-A02:12. The binding affinity (normalized) is 0.594. (8) The peptide sequence is IINSVSIILA. The MHC is HLA-A02:02 with pseudo-sequence HLA-A02:02. The binding affinity (normalized) is 0.392. (9) The peptide sequence is SSYSLFDMSK. The MHC is HLA-A11:01 with pseudo-sequence HLA-A11:01. The binding affinity (normalized) is 0.891. (10) The peptide sequence is TVPSERGL. The MHC is HLA-A02:06 with pseudo-sequence HLA-A02:06. The binding affinity (normalized) is 0.